From a dataset of Full USPTO retrosynthesis dataset with 1.9M reactions from patents (1976-2016). Predict the reactants needed to synthesize the given product. (1) Given the product [ClH:26].[C:1]([O:9][CH2:10]/[CH:11]=[C:12](\[CH3:25])/[C@@H:13]([NH2:17])[CH2:14][CH:15]=[CH2:16])(=[O:8])[C:2]1[CH:7]=[CH:6][CH:5]=[CH:4][CH:3]=1, predict the reactants needed to synthesize it. The reactants are: [C:1]([O:9][CH2:10]/[CH:11]=[C:12](\[CH3:25])/[C@@H:13]([NH:17]C(OC(C)(C)C)=O)[CH2:14][CH:15]=[CH2:16])(=[O:8])[C:2]1[CH:7]=[CH:6][CH:5]=[CH:4][CH:3]=1.[ClH:26]. (2) Given the product [CH3:1][NH:2][C:3]1[CH:4]=[N:5][CH:6]=[CH:7][C:8]=1[CH:9]1[CH2:14][CH2:13][CH:12]([N:44]2[CH2:45][CH:46]([NH:48][C:49](=[O:66])[CH2:50][NH:51][C:52]3[C:61]4[C:56](=[CH:57][CH:58]=[C:59]([C:62]([F:63])([F:65])[F:64])[CH:60]=4)[N:55]=[CH:54][N:53]=3)[CH2:47]2)[CH2:11][CH2:10]1, predict the reactants needed to synthesize it. The reactants are: [CH3:1][NH:2][C:3]1[CH:4]=[N:5][CH:6]=[CH:7][C:8]=1[CH:9]1[CH2:14][CH2:13][C:12](=O)[CH2:11][CH2:10]1.BrC1C=CN=CC=1NC.CC1(C)C(C)(C)OB(C2CCC3(OCCO3)CC=2)O1.[NH:44]1[CH2:47][CH:46]([NH:48][C:49](=[O:66])[CH2:50][NH:51][C:52]2[C:61]3[C:56](=[CH:57][CH:58]=[C:59]([C:62]([F:65])([F:64])[F:63])[CH:60]=3)[N:55]=[CH:54][N:53]=2)[CH2:45]1.[BH-](OC(C)=O)(OC(C)=O)OC(C)=O.[Na+].